From a dataset of Catalyst prediction with 721,799 reactions and 888 catalyst types from USPTO. Predict which catalyst facilitates the given reaction. (1) Product: [F:13][C:4]1[C:5]([OH:12])=[C:6]([CH:11]=[C:2]([B:15]2[O:19][C:18]([CH3:21])([CH3:20])[C:17]([CH3:23])([CH3:22])[O:16]2)[C:3]=1[CH3:14])[C:7]([O:9][CH3:10])=[O:8]. Reactant: Br[C:2]1[C:3]([CH3:14])=[C:4]([F:13])[C:5]([OH:12])=[C:6]([CH:11]=1)[C:7]([O:9][CH3:10])=[O:8].[B:15]1([B:15]2[O:19][C:18]([CH3:21])([CH3:20])[C:17]([CH3:23])([CH3:22])[O:16]2)[O:19][C:18]([CH3:21])([CH3:20])[C:17]([CH3:23])([CH3:22])[O:16]1.C([O-])(=O)C.[K+].C1(C)C=CC=CC=1. The catalyst class is: 189. (2) Reactant: [CH2:1]([C:5](=[CH2:22])[C:6]([C:8]1[CH:13]=[CH:12][C:11]([NH:14]C(=O)C(C)(C)C)=[C:10]([F:21])[CH:9]=1)=[O:7])[CH2:2][CH2:3][CH3:4].OS(O)(=O)=O. Product: [NH2:14][C:11]1[CH:12]=[C:13]2[C:8](=[CH:9][C:10]=1[F:21])[C:6](=[O:7])[CH:5]([CH2:1][CH2:2][CH2:3][CH3:4])[CH2:22]2. The catalyst class is: 2. (3) Reactant: [CH2:1]([NH:3][C:4](=[O:31])[CH2:5][N:6]1[CH2:11][CH2:10][C@H:9]2[CH2:12][C@@H:13]([C:26]([O:28]CC)=[O:27])[N:14]([S:15]([C:18]3[CH:23]=[CH:22][C:21]([O:24][CH3:25])=[CH:20][CH:19]=3)(=[O:17])=[O:16])[C@H:8]2[CH2:7]1)[CH3:2].C1COCC1.O.[OH-].[Li+]. Product: [CH2:1]([NH:3][C:4](=[O:31])[CH2:5][N:6]1[CH2:11][CH2:10][C@H:9]2[CH2:12][C@@H:13]([C:26]([OH:28])=[O:27])[N:14]([S:15]([C:18]3[CH:23]=[CH:22][C:21]([O:24][CH3:25])=[CH:20][CH:19]=3)(=[O:17])=[O:16])[C@H:8]2[CH2:7]1)[CH3:2]. The catalyst class is: 6. (4) Reactant: [OH:1][CH2:2][CH2:3][O:4][C:5]1[CH:10]=[CH:9][C:8]([C:11]2[C:16]([C:17]#[N:18])=[C:15]([SH:19])[N:14]=[C:13]([O:20][CH3:21])[C:12]=2[C:22]#[N:23])=[CH:7][CH:6]=1.Cl[CH2:25][C:26]1[N:27]=[C:28]([C:31]2[CH:36]=[CH:35][C:34]([Cl:37])=[CH:33][CH:32]=2)[O:29][CH:30]=1.C(=O)(O)[O-].[Na+]. Product: [Cl:37][C:34]1[CH:33]=[CH:32][C:31]([C:28]2[O:29][CH:30]=[C:26]([CH2:25][S:19][C:15]3[C:16]([C:17]#[N:18])=[C:11]([C:8]4[CH:9]=[CH:10][C:5]([O:4][CH2:3][CH2:2][OH:1])=[CH:6][CH:7]=4)[C:12]([C:22]#[N:23])=[C:13]([O:20][CH3:21])[N:14]=3)[N:27]=2)=[CH:36][CH:35]=1. The catalyst class is: 3. (5) Reactant: Br[C:2]1[CH:15]=[CH:14][C:5]([CH2:6][CH:7]2[CH2:11][O:10][C:9]([CH3:13])([CH3:12])[O:8]2)=[CH:4][CH:3]=1.CN([CH:19]=[O:20])C. Product: [CH3:12][C:9]1([CH3:13])[O:8][CH:7]([CH2:6][C:5]2[CH:14]=[CH:15][C:2]([CH:19]=[O:20])=[CH:3][CH:4]=2)[CH2:11][O:10]1. The catalyst class is: 165. (6) Reactant: Cl.[NH2:2][OH:3].C(=O)(O)[O-].[Na+].O.[Cl:10][C:11]1[CH:12]=[C:13]([C:17]2[C:22]3[N:23]([CH2:35][C@H:36]4[CH2:41][CH2:40][C@H:39]([CH3:42])[CH2:38][CH2:37]4)[C:24]([N:26]4[CH2:30][CH2:29][CH2:28][C@H:27]4[C:31]([F:34])([F:33])[F:32])=[N:25][C:21]=3[CH:20]=[C:19]([C:43]#[N:44])[N:18]=2)[CH:14]=[N:15][CH:16]=1. Product: [Cl:10][C:11]1[CH:12]=[C:13]([C:17]2[C:22]3[N:23]([CH2:35][C@H:36]4[CH2:37][CH2:38][C@H:39]([CH3:42])[CH2:40][CH2:41]4)[C:24]([N:26]4[CH2:30][CH2:29][CH2:28][C@H:27]4[C:31]([F:33])([F:32])[F:34])=[N:25][C:21]=3[CH:20]=[C:19]([C:43](=[N:2][OH:3])[NH2:44])[N:18]=2)[CH:14]=[N:15][CH:16]=1. The catalyst class is: 8. (7) Reactant: [F:1][C:2]1[CH:3]=[C:4]2[C:9](=[CH:10][C:11]=1[OH:12])[CH2:8][CH:7]([C:13]([O:15][CH3:16])=[O:14])[CH2:6][CH2:5]2.[N+]([C:20]1[CH:25]=[CH:24][N:23]=[C:22]([NH:26][C:27]([CH:29]2[CH2:31][CH2:30]2)=[O:28])[CH:21]=1)([O-])=O.C(=O)([O-])[O-].[Cs+].[Cs+].CN(C)C=O. Product: [CH:29]1([C:27]([NH:26][C:22]2[CH:21]=[C:20]([O:12][C:11]3[CH:10]=[C:9]4[C:4]([CH2:5][CH2:6][CH:7]([C:13]([O:15][CH3:16])=[O:14])[CH2:8]4)=[CH:3][C:2]=3[F:1])[CH:25]=[CH:24][N:23]=2)=[O:28])[CH2:30][CH2:31]1. The catalyst class is: 6.